Dataset: Reaction yield outcomes from USPTO patents with 853,638 reactions. Task: Predict the reaction yield, written as a fraction of the theoretical maximum amount of product (1.0 means a 100% yield; for example, 0.34 means a 34% yield). (1) The reactants are [CH2:1]([O:3][C:4]([C:6]1[CH:7]=[C:8]2[C:13](=[CH:14][CH:15]=1)[NH:12][CH:11]([C:16]1[CH:21]=[C:20]([F:22])[CH:19]=[C:18]([Br:23])[CH:17]=1)[C:10]([CH3:25])([CH3:24])[CH:9]2O)=[O:5])[CH3:2].C([SiH](CC)CC)C.FC(F)(F)C(O)=O. No catalyst specified. The product is [CH2:1]([O:3][C:4]([C:6]1[CH:7]=[C:8]2[C:13](=[CH:14][CH:15]=1)[NH:12][CH:11]([C:16]1[CH:21]=[C:20]([F:22])[CH:19]=[C:18]([Br:23])[CH:17]=1)[C:10]([CH3:24])([CH3:25])[CH2:9]2)=[O:5])[CH3:2]. The yield is 0.160. (2) The yield is 0.600. The product is [CH2:16]([O:15][C:12]1[CH:13]=[CH:14][C:9]([NH:8][C:6]2[C:5]([F:18])=[CH:4][N:3]=[C:2]([NH:33][C:32]3[CH:34]=[CH:35][C:36]4[O:37][CH2:38][CH2:28][O:29][C:30]=4[CH:31]=3)[N:7]=2)=[CH:10][CH:11]=1)[CH3:17]. The reactants are Cl[C:2]1[N:7]=[C:6]([NH:8][C:9]2[CH:14]=[CH:13][C:12]([O:15][CH2:16][CH3:17])=[CH:11][CH:10]=2)[C:5]([F:18])=[CH:4][N:3]=1.C(N(C(C)C)C(C)C)C.[CH2:28]1[CH2:38][O:37][C:36]2[CH:35]=[CH:34][C:32]([NH2:33])=[CH:31][C:30]=2[O:29]1. The catalyst is C(O)CO. (3) The reactants are [C:1]1([CH3:23])[CH:6]=[CH:5][C:4]([S:7]([O:10][C@H:11]2[CH2:14][C@@H:13]([O:15]CC3C=CC=CC=3)[CH2:12]2)(=[O:9])=[O:8])=[CH:3][CH:2]=1. The catalyst is C(O)C. The product is [C:1]1([CH3:23])[CH:2]=[CH:3][C:4]([S:7]([O:10][C@H:11]2[CH2:12][C@@H:13]([OH:15])[CH2:14]2)(=[O:8])=[O:9])=[CH:5][CH:6]=1. The yield is 0.920. (4) The reactants are Cl.[F:2][C:3]1[CH:8]=[C:7]([O:9][CH2:10][CH:11]2[CH2:16][CH2:15][NH:14][CH2:13][CH2:12]2)[CH:6]=[CH:5][C:4]=1[C:17]1[CH:22]=[CH:21][C:20]([OH:23])=[CH:19][CH:18]=1.[F:24][C:25]([F:34])([F:33])[C:26]1([C:30](O)=[O:31])[CH2:29][CH2:28][CH2:27]1.F[P-](F)(F)(F)(F)F.N1(O[P+](N(C)C)(N(C)C)N(C)C)C2[CH:47]=[CH:48][CH:49]=[CH:50][C:45]=2N=N1.[OH2:62]. The catalyst is CN(C=O)C. The product is [F:24][C:25]([F:34])([F:33])[C:48]1([C:47]([O:23][C:20]2[CH:19]=[CH:18][C:17]([C:4]3[CH:5]=[CH:6][C:7]([O:9][CH2:10][CH:11]4[CH2:16][CH2:15][N:14]([C:30]([C:26]5([C:25]([F:34])([F:33])[F:24])[CH2:29][CH2:28][CH2:27]5)=[O:31])[CH2:13][CH2:12]4)=[CH:8][C:3]=3[F:2])=[CH:22][CH:21]=2)=[O:62])[CH2:49][CH2:50][CH2:45]1. The yield is 0.290. (5) The reactants are [NH2:1][C:2]1[S:3]/[C:4](=[CH:8]\[C:9]2[CH:14]=[C:13]([O:15][CH3:16])[C:12]([OH:17])=[C:11]([Cl:18])[CH:10]=2)/[C:5](=[O:7])[N:6]=1.[Br:19][C:20]1[CH:21]=[C:22]([CH:25]=[C:26]([C:28](=O)[CH2:29]Br)[CH:27]=1)[C:23]#[N:24].CC(O)C. The catalyst is O. The product is [Br:19][C:20]1[CH:21]=[C:22]([CH:25]=[C:26]([C:28]2[N:1]=[C:2]3[N:6]([CH:29]=2)[C:5](=[O:7])/[C:4](=[CH:8]/[C:9]2[CH:14]=[C:13]([O:15][CH3:16])[C:12]([OH:17])=[C:11]([Cl:18])[CH:10]=2)/[S:3]3)[CH:27]=1)[C:23]#[N:24]. The yield is 0.640.